Task: Predict the product of the given reaction.. Dataset: Forward reaction prediction with 1.9M reactions from USPTO patents (1976-2016) (1) The product is: [CH2:47]([O:49][C:50]([C:52]1[C:60]2[NH:59][C:58]([NH:61][C:11]([C:3]3[N:2]=[CH:1][C:10]4[C:5]([CH:4]=3)=[CH:6][CH:7]=[CH:8][CH:9]=4)=[O:13])=[N:57][C:56]=2[CH:55]=[C:54]([O:62][CH2:63][CH3:64])[CH:53]=1)=[O:51])[CH3:48]. Given the reactants [CH:1]1[C:10]2[C:5](=[CH:6][CH:7]=[CH:8][CH:9]=2)[CH:4]=[C:3]([C:11]([OH:13])=O)[N:2]=1.CN(C(ON1N=NC2C=CC=CC1=2)=[N+](C)C)C.F[P-](F)(F)(F)(F)F.CCN(C(C)C)C(C)C.[CH2:47]([O:49][C:50]([C:52]1[C:60]2[N:59]=[C:58]([NH2:61])[NH:57][C:56]=2[CH:55]=[C:54]([O:62][CH2:63][CH3:64])[CH:53]=1)=[O:51])[CH3:48], predict the reaction product. (2) Given the reactants [CH2:1]([O:8][C:9]1[CH:10]=[C:11](Br)[C:12]2[S:16][C:15]([NH:17][C:18]([NH:20][CH2:21][CH3:22])=[O:19])=[N:14][C:13]=2[CH:23]=1)[C:2]1[CH:7]=[CH:6][CH:5]=[CH:4][CH:3]=1.C([Sn](CCCC)(CCCC)[C:30]([O:32][CH2:33][CH3:34])=[CH2:31])CCC.C(OC=C)=C, predict the reaction product. The product is: [CH2:1]([O:8][C:9]1[CH:10]=[C:11]([C:30]([O:32][CH2:33][CH3:34])=[CH2:31])[C:12]2[S:16][C:15]([NH:17][C:18]([NH:20][CH2:21][CH3:22])=[O:19])=[N:14][C:13]=2[CH:23]=1)[C:2]1[CH:7]=[CH:6][CH:5]=[CH:4][CH:3]=1. (3) Given the reactants [NH:1](C(OCC1C=CC=CC=1)=O)[C@@H:2]([C:15]([O:17][CH3:18])=[O:16])[CH2:3][C:4]1[CH:9]=[CH:8][C:7]([O:10][C:11]([CH3:14])([CH3:13])[CH3:12])=[CH:6][CH:5]=1.[ClH:29], predict the reaction product. The product is: [NH2:1][C@@H:2]([C:15]([O:17][CH3:18])=[O:16])[CH2:3][C:4]1[CH:5]=[CH:6][C:7]([O:10][C:11]([CH3:14])([CH3:12])[CH3:13])=[CH:8][CH:9]=1.[ClH:29]. (4) Given the reactants [CH3:1][O:2][C:3](=[O:15])[C:4]1[CH:9]=[C:8](I)[C:7]([CH:11]([F:13])[CH3:12])=[CH:6][C:5]=1[NH2:14].[CH:16]([N:19]1[C:23]([Sn](CCCC)(CCCC)CCCC)=[CH:22][CH:21]=[N:20]1)([CH3:18])[CH3:17], predict the reaction product. The product is: [CH3:1][O:2][C:3](=[O:15])[C:4]1[CH:9]=[C:8]([C:23]2[N:19]([CH:16]([CH3:18])[CH3:17])[N:20]=[CH:21][CH:22]=2)[C:7]([CH:11]([F:13])[CH3:12])=[CH:6][C:5]=1[NH2:14]. (5) Given the reactants [CH3:1][NH:2][C:3](=[O:22])[C:4]1[CH:9]=[C:8]([N:10]2[CH2:17][CH:16]3[CH:12]([CH2:13][N:14]([CH3:18])[CH2:15]3)[CH2:11]2)[CH:7]=[CH:6][C:5]=1[N+:19]([O-])=O.[H][H], predict the reaction product. The product is: [NH2:19][C:5]1[CH:6]=[CH:7][C:8]([N:10]2[CH2:11][CH:12]3[CH:16]([CH2:15][N:14]([CH3:18])[CH2:13]3)[CH2:17]2)=[CH:9][C:4]=1[C:3]([NH:2][CH3:1])=[O:22]. (6) Given the reactants [Li+].[F:2][C:3]([F:23])([F:22])[C:4]1[CH:9]=[CH:8][C:7]([N:10]2[CH2:15][CH2:14][N:13]([CH2:16][CH2:17][CH2:18][C:19]([O-])=[O:20])[CH2:12][CH2:11]2)=[CH:6][CH:5]=1.C(N(C(C)C)CC)(C)C.F[P-](F)(F)(F)(F)F.CN(C)C(ON1C2C=CC=CC=2N=N1)=[N+](C)C.Cl.[CH3:58][S:59][C:60]1[CH:65]=[CH:64][C:63]([NH:66][CH:67]2[CH2:72][CH2:71][NH:70][CH2:69][CH2:68]2)=[CH:62][C:61]=1[C:73]([F:76])([F:75])[F:74], predict the reaction product. The product is: [CH3:58][S:59][C:60]1[CH:65]=[CH:64][C:63]([NH:66][CH:67]2[CH2:72][CH2:71][N:70]([C:19](=[O:20])[CH2:18][CH2:17][CH2:16][N:13]3[CH2:14][CH2:15][N:10]([C:7]4[CH:8]=[CH:9][C:4]([C:3]([F:23])([F:2])[F:22])=[CH:5][CH:6]=4)[CH2:11][CH2:12]3)[CH2:69][CH2:68]2)=[CH:62][C:61]=1[C:73]([F:76])([F:74])[F:75]. (7) Given the reactants C([O:5][C:6](=[O:36])[CH2:7][O:8][C:9]1[CH:14]=[CH:13][C:12]([S:15][CH:16]([C:18]2[C:19]([CH3:34])=[N:20][C:21]([C:24]3[CH:29]=[CH:28][C:27]([C:30]([F:33])([F:32])[F:31])=[CH:26][CH:25]=3)=[CH:22][CH:23]=2)[CH3:17])=[CH:11][C:10]=1[CH3:35])(C)(C)C.[OH-].[Na+], predict the reaction product. The product is: [CH3:35][C:10]1[CH:11]=[C:12]([S:15][CH:16]([C:18]2[C:19]([CH3:34])=[N:20][C:21]([C:24]3[CH:29]=[CH:28][C:27]([C:30]([F:33])([F:32])[F:31])=[CH:26][CH:25]=3)=[CH:22][CH:23]=2)[CH3:17])[CH:13]=[CH:14][C:9]=1[O:8][CH2:7][C:6]([OH:36])=[O:5].